From a dataset of Forward reaction prediction with 1.9M reactions from USPTO patents (1976-2016). Predict the product of the given reaction. (1) The product is: [CH2:12]1[O:13][C:14]2([CH2:15][CH2:16][C:17]([OH:20])([C:3]3[CH:8]=[CH:7][CH:6]=[C:5]([O:9][CH3:10])[CH:4]=3)[CH2:18][CH2:19]2)[O:21][CH2:11]1. Given the reactants [Mg].Br[C:3]1[CH:4]=[C:5]([O:9][CH3:10])[CH:6]=[CH:7][CH:8]=1.[CH2:11]1[O:21][C:14]2([CH2:19][CH2:18][C:17](=[O:20])[CH2:16][CH2:15]2)[O:13][CH2:12]1.Cl, predict the reaction product. (2) Given the reactants Br[C:2]1[CH:3]=[N:4][CH:5]=[C:6]([CH:12]=1)[C:7]([O:9][CH2:10][CH3:11])=[O:8].[F:13][C:14]([F:26])([F:25])[O:15][C:16]1[CH:21]=[CH:20][C:19](B(O)O)=[CH:18][CH:17]=1.C(=O)([O-])[O-].[Na+].[Na+], predict the reaction product. The product is: [F:13][C:14]([F:25])([F:26])[O:15][C:16]1[CH:21]=[CH:20][C:19]([C:2]2[CH:12]=[C:6]([C:7]([O:9][CH2:10][CH3:11])=[O:8])[CH:5]=[N:4][CH:3]=2)=[CH:18][CH:17]=1. (3) The product is: [F:16][C:17]1[CH:22]=[CH:21][CH:20]=[CH:19][C:18]=1[O:1][CH:2]1[CH2:7][CH2:6][CH2:5][CH:4]([NH:8][C:9](=[O:15])[O:10][C:11]([CH3:12])([CH3:14])[CH3:13])[CH2:3]1. Given the reactants [OH:1][CH:2]1[CH2:7][CH2:6][CH2:5][CH:4]([NH:8][C:9](=[O:15])[O:10][C:11]([CH3:14])([CH3:13])[CH3:12])[CH2:3]1.[F:16][C:17]1[CH:22]=[CH:21][CH:20]=[CH:19][C:18]=1I.CC1C=NC2C(C=1C)=CC=C1C=2N=CC(C)=C1C.C(=O)([O-])[O-].[Cs+].[Cs+], predict the reaction product. (4) Given the reactants Br[C:2]1[CH:7]=[CH:6][CH:5]=[C:4]([Br:8])[N:3]=1.[NH2:9][C:10]1[C:15]([C:16]#N)=[CH:14][CH:13]=[CH:12][N:11]=1.C([Li])CCC.C1C[O:26]CC1, predict the reaction product. The product is: [NH2:9][C:10]1[C:15]([C:16]([C:2]2[CH:7]=[CH:6][CH:5]=[C:4]([Br:8])[N:3]=2)=[O:26])=[CH:14][CH:13]=[CH:12][N:11]=1. (5) The product is: [NH2:36][C:31]1[N:30]=[CH:29][C:28]2[CH2:27][CH:26]([CH2:25][NH:24][C:20](=[O:22])[CH2:19][N:14]3[C:15]([CH3:18])=[CH:16][CH:17]=[C:12]([NH:11][S:8]([CH2:1][C:2]4[CH:3]=[CH:4][CH:5]=[CH:6][CH:7]=4)(=[O:9])=[O:10])[C:13]3=[O:23])[CH2:35][CH2:34][C:33]=2[N:32]=1. Given the reactants [CH2:1]([S:8]([NH:11][C:12]1[C:13](=[O:23])[N:14]([CH2:19][C:20]([OH:22])=O)[C:15]([CH3:18])=[CH:16][CH:17]=1)(=[O:10])=[O:9])[C:2]1[CH:7]=[CH:6][CH:5]=[CH:4][CH:3]=1.[NH2:24][CH2:25][CH:26]1[CH2:35][CH2:34][C:33]2[N:32]=[C:31]([NH2:36])[N:30]=[CH:29][C:28]=2[CH2:27]1, predict the reaction product.